This data is from Forward reaction prediction with 1.9M reactions from USPTO patents (1976-2016). The task is: Predict the product of the given reaction. (1) Given the reactants [Br:1][C:2]1[CH:3]=[C:4]([SH:8])[CH:5]=[CH:6][CH:7]=1.[O:9]=[C:10]1[CH2:15][CH2:14][N:13]([C:16]([O:18][C:19]([CH3:22])([CH3:21])[CH3:20])=[O:17])[CH2:12][CH2:11]1.ClN1C(=O)CCC1=O, predict the reaction product. The product is: [Br:1][C:2]1[CH:3]=[C:4]([S:8][CH:15]2[C:10](=[O:9])[CH2:11][CH2:12][N:13]([C:16]([O:18][C:19]([CH3:22])([CH3:21])[CH3:20])=[O:17])[CH2:14]2)[CH:5]=[CH:6][CH:7]=1. (2) Given the reactants [C:1]1([C@H:7]2[C@@H:11]([C:12]3[CH:17]=[CH:16][CH:15]=[CH:14][CH:13]=3)[NH:10][C:9](=[S:18])[NH:8]2)[CH:6]=[CH:5][CH:4]=[CH:3][CH:2]=1.[F:19][C:20]([F:31])([F:30])[O:21][C:22]1[CH:29]=[CH:28][C:25]([CH2:26][Cl:27])=[CH:24][CH:23]=1, predict the reaction product. The product is: [ClH:27].[F:19][C:20]([F:30])([F:31])[O:21][C:22]1[CH:29]=[CH:28][C:25]([CH2:26][S:18][C:9]2[NH:8][C@H:7]([C:1]3[CH:2]=[CH:3][CH:4]=[CH:5][CH:6]=3)[C@H:11]([C:12]3[CH:13]=[CH:14][CH:15]=[CH:16][CH:17]=3)[N:10]=2)=[CH:24][CH:23]=1. (3) Given the reactants [CH:1]([C:4]1[CH:9]=[C:8]([CH:10]([CH3:12])[CH3:11])[CH:7]=[C:6]([CH:13]([CH3:15])[CH3:14])[C:5]=1[C:16](=[O:18])[CH3:17])([CH3:3])[CH3:2].[Br-:19].[Br-].[Br-].C([N+](CCCC)(CCCC)CCCC)CCC.C([N+](CCCC)(CCCC)CCCC)CCC.C([N+](CCCC)(CCCC)CCCC)CCC, predict the reaction product. The product is: [Br:19][CH2:17][C:16]([C:5]1[C:4]([CH:1]([CH3:3])[CH3:2])=[CH:9][C:8]([CH:10]([CH3:11])[CH3:12])=[CH:7][C:6]=1[CH:13]([CH3:15])[CH3:14])=[O:18]. (4) Given the reactants [CH3:1][O:2][C:3](=[O:40])[NH:4][C:5]1[CH:10]=[C:9]([C:11]2[CH:19]=[CH:18][CH:17]=[C:16]3[C:12]=2[CH:13]=[CH:14][N:15]3[Si:20]([CH:27]([CH3:29])[CH3:28])([CH:24]([CH3:26])[CH3:25])[CH:21]([CH3:23])[CH3:22])[CH:8]=[C:7]([C:30]([C:32]2[CH:37]=[C:36]([CH3:38])[N:35]=[C:34](Cl)[CH:33]=2)=[O:31])[CH:6]=1.[C:41](=O)([O-])[O-].[K+].[K+].CB(O)O, predict the reaction product. The product is: [CH3:1][O:2][C:3](=[O:40])[NH:4][C:5]1[CH:10]=[C:9]([C:11]2[CH:19]=[CH:18][CH:17]=[C:16]3[C:12]=2[CH:13]=[CH:14][N:15]3[Si:20]([CH:27]([CH3:29])[CH3:28])([CH:24]([CH3:26])[CH3:25])[CH:21]([CH3:23])[CH3:22])[CH:8]=[C:7]([C:30]([C:32]2[CH:37]=[C:36]([CH3:38])[N:35]=[C:34]([CH3:41])[CH:33]=2)=[O:31])[CH:6]=1.